This data is from Forward reaction prediction with 1.9M reactions from USPTO patents (1976-2016). The task is: Predict the product of the given reaction. (1) Given the reactants [CH3:1][C:2]([O:5][C@H:6]([CH3:44])[C@@H:7]([C:40]([O:42][CH3:43])=[O:41])[NH:8][C:9]([C:11]1[CH:16]=[CH:15][C:14]([C:17]2[CH:22]=[CH:21][C:20]([F:23])=[C:19]([F:24])[CH:18]=2)=[CH:13][C:12]=1[NH:25][C:26]([NH:28][C:29]1[C:34]([CH3:35])=[CH:33][C:32]([CH2:36][CH:37]=[CH2:38])=[CH:31][C:30]=1[CH3:39])=[O:27])=[O:10])([CH3:4])[CH3:3].[H][H], predict the reaction product. The product is: [CH3:1][C:2]([O:5][C@H:6]([CH3:44])[C@@H:7]([C:40]([O:42][CH3:43])=[O:41])[NH:8][C:9]([C:11]1[CH:16]=[CH:15][C:14]([C:17]2[CH:22]=[CH:21][C:20]([F:23])=[C:19]([F:24])[CH:18]=2)=[CH:13][C:12]=1[NH:25][C:26]([NH:28][C:29]1[C:34]([CH3:35])=[CH:33][C:32]([CH2:36][CH2:37][CH3:38])=[CH:31][C:30]=1[CH3:39])=[O:27])=[O:10])([CH3:3])[CH3:4]. (2) The product is: [CH2:1]([N:8]([C:9]([O:10][C:11]([CH3:14])([CH3:13])[CH3:12])=[O:15])[C:16]1[CH:21]=[CH:20][C:19]([B:28]([OH:31])[OH:29])=[CH:18][CH:17]=1)[C:2]1[CH:7]=[CH:6][CH:5]=[CH:4][CH:3]=1. Given the reactants [CH2:1]([N:8]([C:16]1[CH:21]=[CH:20][C:19](Br)=[CH:18][CH:17]=1)[C:9](=[O:15])[O:10][C:11]([CH3:14])([CH3:13])[CH3:12])[C:2]1[CH:7]=[CH:6][CH:5]=[CH:4][CH:3]=1.C([Li])CCC.[B:28](OC)([O:31]C)[O:29]C, predict the reaction product.